This data is from Full USPTO retrosynthesis dataset with 1.9M reactions from patents (1976-2016). The task is: Predict the reactants needed to synthesize the given product. (1) Given the product [CH2:35]([OH:68])[C@H:36]1[O:41][C@H:40]([O:42][C@H:43]2[C@H:48]([OH:49])[C@@H:47]([OH:50])[C@@H:46]([O:51][C@H:52]3[C@H:57]([OH:58])[C@@H:56]([OH:59])[C@@H:55]([O:60][C@H:3]4[C@H:4]([OH:32])[C@@H:5]([OH:31])[C@@H:6]([OH:8])[O:7][C@@H:2]4[CH2:1][OH:34])[O:54][C@@H:53]3[CH2:61][OH:62])[O:45][C@@H:44]2[CH2:63][OH:64])[C@H:39]([OH:65])[C@@H:38]([OH:66])[C@@H:37]1[OH:67].[CH2:9]([OH:8])[C@H:10]1[O:15][C@H:14]([O:16][C@H:17]2[C@H:22]([OH:27])[C@@H:23]([OH:26])[C@H:24]([OH:25])[O:21][C@@H:18]2[CH2:19][OH:20])[C@H:13]([OH:28])[C@@H:12]([OH:29])[C@@H:11]1[OH:30].[CH2:35]([OH:68])[C@H:36]1[O:41][C@H:40]([O:42][C@H:43]2[C@H:48]([OH:49])[C@@H:47]([OH:50])[C@@H:46]([O:51][C@H:52]3[C@H:57]([OH:58])[C@@H:56]([OH:59])[C@@H:55]([O:30][C@H:11]4[C@H:12]([OH:29])[C@@H:13]([OH:28])[C@@H:14]([O:16][C@H:17]5[C@H:22]([OH:27])[C@@H:23]([OH:26])[C@@H:24]([OH:25])[O:21][C@@H:18]5[CH2:19][OH:20])[O:15][C@@H:10]4[CH2:9][OH:8])[O:54][C@@H:53]3[CH2:61][OH:62])[O:45][C@@H:44]2[CH2:63][OH:64])[C@H:39]([OH:65])[C@@H:38]([OH:66])[C@@H:37]1[OH:67], predict the reactants needed to synthesize it. The reactants are: [CH2:1]([OH:34])[C@H:2]1[O:7][C@H:6]([O:8][CH2:9][C@H:10]2[O:15][C@H:14]([O:16][C@@H:17]([C@H:22]([OH:27])[C@@H:23]([OH:26])[CH:24]=[O:25])[C@H:18]([OH:21])[CH2:19][OH:20])[C@H:13]([OH:28])[C@@H:12]([OH:29])[C@@H:11]2[OH:30])[C@H:5]([OH:31])[C@@H:4]([OH:32])[C@@H:3]1O.[CH2:35]([OH:68])[C@H:36]1[O:41][C@H:40]([O:42][C@H:43]2[C@H:48]([OH:49])[C@@H:47]([OH:50])[C@@H:46]([O:51][C@H:52]3[C@H:57]([OH:58])[C@@H:56]([OH:59])[C@@H:55]([OH:60])[O:54][C@@H:53]3[CH2:61][OH:62])[O:45][C@@H:44]2[CH2:63][OH:64])[C@H:39]([OH:65])[C@@H:38]([OH:66])[C@@H:37]1[OH:67]. (2) Given the product [NH2:19][CH2:18][CH2:17][CH2:16][CH2:15][CH2:14][C:13]([N:12]([CH2:11][C:8]1[CH:9]=[CH:10][C:5]([C:3]([O:2][CH3:1])=[O:4])=[C:6]([OH:50])[CH:7]=1)[CH2:31][C:32]1[CH:41]=[CH:40][C:35]([C:36]([O:38][CH3:39])=[O:37])=[C:34]([OH:42])[CH:33]=1)=[O:30], predict the reactants needed to synthesize it. The reactants are: [CH3:1][O:2][C:3]([C:5]1[CH:10]=[CH:9][C:8]([CH2:11][N:12]([CH2:31][C:32]2[CH:41]=[CH:40][C:35]([C:36]([O:38][CH3:39])=[O:37])=[C:34]([O:42]CC3C=CC=CC=3)[CH:33]=2)[C:13](=[O:30])[CH2:14][CH2:15][CH2:16][CH2:17][CH2:18][NH:19]C(OCC2C=CC=CC=2)=O)=[CH:7][C:6]=1[O:50]CC1C=CC=CC=1)=[O:4].Cl. (3) Given the product [O:1]=[S:2]1[C:10]2[C:9]([NH:11][CH2:12][CH2:13][CH3:14])=[N:8][C:7]([N:15]3[CH2:20][CH2:19][N:18]([C:22]4[CH:29]=[CH:28][C:25]([C:26]#[N:27])=[CH:24][CH:23]=4)[CH2:17][CH2:16]3)=[N:6][C:5]=2[CH2:4][CH2:3]1, predict the reactants needed to synthesize it. The reactants are: [O:1]=[S:2]1[C:10]2[C:9]([NH:11][CH2:12][CH2:13][CH3:14])=[N:8][C:7]([N:15]3[CH2:20][CH2:19][NH:18][CH2:17][CH2:16]3)=[N:6][C:5]=2[CH2:4][CH2:3]1.Br[C:22]1[CH:29]=[CH:28][C:25]([C:26]#[N:27])=[CH:24][CH:23]=1.CC1(C)C2C(=C(P(C3C=CC=CC=3)C3C=CC=CC=3)C=CC=2)OC2C(P(C3C=CC=CC=3)C3C=CC=CC=3)=CC=CC1=2.C(=O)([O-])[O-].[Cs+].[Cs+].